Dataset: Full USPTO retrosynthesis dataset with 1.9M reactions from patents (1976-2016). Task: Predict the reactants needed to synthesize the given product. (1) Given the product [Br-:1].[OH:36][C:21]([C:28]1[CH:33]=[CH:32][C:31]([O:34][CH3:35])=[CH:30][CH:29]=1)([C:22]1[CH:27]=[CH:26][CH:25]=[CH:24][CH:23]=1)[C:20]([O:19][C@@H:13]1[CH:14]2[CH2:15][CH2:16][N+:11]([CH2:2][C:3](=[O:4])[NH:5][C:6]3[CH:10]=[CH:9][O:8][N:7]=3)([CH2:18][CH2:17]2)[CH2:12]1)=[O:37], predict the reactants needed to synthesize it. The reactants are: [Br:1][CH2:2][C:3]([NH:5][C:6]1[CH:10]=[CH:9][O:8][N:7]=1)=[O:4].[N:11]12[CH2:18][CH2:17][CH:14]([CH2:15][CH2:16]1)[C@@H:13]([O:19][C:20](=[O:37])[C:21]([OH:36])([C:28]1[CH:33]=[CH:32][C:31]([O:34][CH3:35])=[CH:30][CH:29]=1)[C:22]1[CH:27]=[CH:26][CH:25]=[CH:24][CH:23]=1)[CH2:12]2. (2) Given the product [C:1]([C:4]1[CH:5]=[C:6]2[C:11](=[CH:12][C:13]=1[O:14][CH3:15])[N:10]=[CH:9][CH:8]=[C:7]2[O:17][C:18]1[CH:19]=[C:20]2[C:24](=[CH:25][CH:26]=1)[NH:23][CH:22]=[CH:21]2)(=[O:3])[NH2:2], predict the reactants needed to synthesize it. The reactants are: [C:1]([C:4]1[CH:5]=[C:6]2[C:11](=[CH:12][C:13]=1[O:14][CH3:15])[N:10]=[CH:9][CH:8]=[C:7]2Cl)(=[O:3])[NH2:2].[OH:17][C:18]1[CH:19]=[C:20]2[C:24](=[CH:25][CH:26]=1)[NH:23][CH:22]=[CH:21]2.C(N(C(C)C)CC)(C)C.CN1CCCC1=O. (3) The reactants are: [NH2:1][CH2:2][CH2:3][NH:4][C:5]1[C:10]([C@H:11]2[CH2:15][CH2:14][CH2:13][N:12]2[C:16]2[CH:21]=[CH:20][N:19]3[N:22]=[CH:23][C:24]([C:25]([OH:27])=O)=[C:18]3[N:17]=2)=[CH:9][C:8]([F:28])=[CH:7][N:6]=1.CN(C(ON1N=NC2C=CC=NC1=2)=[N+](C)C)C.F[P-](F)(F)(F)(F)F.CCN(C(C)C)C(C)C. Given the product [F:28][C:8]1[CH:9]=[C:10]2[C:5](=[N:6][CH:7]=1)[NH:4][CH2:3][CH2:2][NH:1][C:25](=[O:27])[C:24]1=[C:18]3[N:17]=[C:16]([CH:21]=[CH:20][N:19]3[N:22]=[CH:23]1)[N:12]1[C@@H:11]2[CH2:15][CH2:14][CH2:13]1, predict the reactants needed to synthesize it. (4) Given the product [Cl:28][C:29]1[CH:30]=[C:31]([CH:45]=[CH:46][C:47]=1[Cl:48])[CH2:32][N:33]([CH3:44])[C:34]([C:36]1[CH2:37][N:23]([CH2:24][C:25]([OH:27])=[O:26])[C:39](=[O:42])[C:40]=1[OH:41])=[O:35], predict the reactants needed to synthesize it. The reactants are: COC(=O)C(O)=CC(=O)N(CC1C=CC(Cl)=C(Cl)C=1)C.C=O.[NH2:23][CH2:24][C:25]([OH:27])=[O:26].[Cl:28][C:29]1[CH:30]=[C:31]([CH:45]=[CH:46][C:47]=1[Cl:48])[CH2:32][N:33]([CH3:44])[C:34]([C:36]1[CH2:37]N(C)[C:39](=[O:42])[C:40]=1[OH:41])=[O:35]. (5) The reactants are: Br[C:2]1[CH:7]=[CH:6][C:5]([N:8]2[CH2:13][CH2:12][N:11]([C:14]([O:16][C:17]([CH3:20])([CH3:19])[CH3:18])=[O:15])[CH2:10][CH2:9]2)=[CH:4][CH:3]=1.[B:21]1([B:21]2[O:25][C:24]([CH3:27])([CH3:26])[C:23]([CH3:29])([CH3:28])[O:22]2)[O:25][C:24]([CH3:27])([CH3:26])[C:23]([CH3:29])([CH3:28])[O:22]1.C([O-])(=O)C.[K+].C(=O)([O-])O.[Na+]. Given the product [CH3:28][C:23]1([CH3:29])[C:24]([CH3:27])([CH3:26])[O:25][B:21]([C:2]2[CH:7]=[CH:6][C:5]([N:8]3[CH2:13][CH2:12][N:11]([C:14]([O:16][C:17]([CH3:20])([CH3:19])[CH3:18])=[O:15])[CH2:10][CH2:9]3)=[CH:4][CH:3]=2)[O:22]1, predict the reactants needed to synthesize it.